From a dataset of Full USPTO retrosynthesis dataset with 1.9M reactions from patents (1976-2016). Predict the reactants needed to synthesize the given product. (1) Given the product [CH3:15][C:13]([O:16][C:17]([N:3]1[CH2:8][CH2:7][N:6]([C:17]([O:16][C:13]([CH3:15])([CH3:14])[CH3:12])=[O:1])[CH2:5][CH:4]1[C:9]([OH:11])=[O:10])=[O:18])([CH3:12])[CH3:14], predict the reactants needed to synthesize it. The reactants are: [OH-:1].[Na+].[NH:3]1[CH2:8][CH2:7][NH:6][CH2:5][CH:4]1[C:9]([OH:11])=[O:10].[CH3:12][C:13]([O:16][C:17](O[C:17]([O:16][C:13]([CH3:15])([CH3:14])[CH3:12])=[O:18])=[O:18])([CH3:15])[CH3:14].Cl. (2) Given the product [CH2:1]([O:3][C:4](=[O:15])[C:5]1[CH:10]=[C:9]([N+:11]([O-:13])=[O:12])[C:8]([O:46][CH2:42][C:43]([O:45][CH3:17])=[O:44])=[N:7][CH:6]=1)[CH3:2], predict the reactants needed to synthesize it. The reactants are: [CH2:1]([O:3][C:4](=[O:15])[C:5]1[CH:10]=[C:9]([N+:11]([O-:13])=[O:12])[C:8](Cl)=[N:7][CH:6]=1)[CH3:2].O[C:17]1C=CC(C(O)=O)=CN=1.[N+]([O-])(O)=O.P(Cl)(Cl)(Cl)(Cl)Cl.O=P(Cl)(Cl)Cl.C[CH:42]([OH:46])[C:43]([O-:45])=[O:44].[H-].[Na+]. (3) Given the product [C:25]([O:23][C:22]([C:11]1[CH:12]=[C:13]([C:15]2[CH:20]=[CH:19][CH:18]=[C:17]([F:21])[CH:16]=2)[CH:14]=[C:9]([O:8][CH2:1][C:2]2[CH:3]=[CH:4][CH:5]=[CH:6][CH:7]=2)[CH:10]=1)=[O:24])([CH3:28])([CH3:27])[CH3:26], predict the reactants needed to synthesize it. The reactants are: [CH2:1]([O:8][C:9]1[CH:10]=[C:11]([C:22]([OH:24])=[O:23])[CH:12]=[C:13]([C:15]2[CH:20]=[CH:19][CH:18]=[C:17]([F:21])[CH:16]=2)[CH:14]=1)[C:2]1[CH:7]=[CH:6][CH:5]=[CH:4][CH:3]=1.[C:25](OC(O[C:25]([CH3:28])([CH3:27])[CH3:26])N(C)C)([CH3:28])([CH3:27])[CH3:26]. (4) Given the product [NH2:31][C:11]1[C:10]2[C:15](=[N:16][C:17]([C:18]3[CH:23]=[CH:22][C:21]([Cl:24])=[CH:20][C:19]=3[Cl:25])=[C:8]([C:5]3[CH:4]=[CH:3][C:2]([Cl:1])=[CH:7][CH:6]=3)[CH:9]=2)[N:14]([CH3:26])[C:13](=[O:27])[CH:12]=1, predict the reactants needed to synthesize it. The reactants are: [Cl:1][C:2]1[CH:7]=[CH:6][C:5]([C:8]2[CH:9]=[C:10]3[C:15](=[N:16][C:17]=2[C:18]2[CH:23]=[CH:22][C:21]([Cl:24])=[CH:20][C:19]=2[Cl:25])[N:14]([CH3:26])[C:13](=[O:27])[C:12](C(O)C)=[C:11]3[NH:31]C(=O)C)=[CH:4][CH:3]=1.O1CCOCC1.Cl. (5) Given the product [C:23]([NH:22][C:19]1[CH:20]=[CH:21][C:16]([NH:15][C:14](=[S:26])[NH:13][C:4]2[CH:3]=[C:2]([Cl:1])[C:7]([O:8][CH2:9][CH2:10][O:11][C:27](=[O:34])[C:28]3[CH:33]=[CH:32][CH:31]=[CH:30][CH:29]=3)=[C:6]([Cl:12])[CH:5]=2)=[CH:17][CH:18]=1)(=[O:25])[CH3:24], predict the reactants needed to synthesize it. The reactants are: [Cl:1][C:2]1[CH:3]=[C:4]([NH:13][C:14](=[S:26])[NH:15][C:16]2[CH:21]=[CH:20][C:19]([NH:22][C:23](=[O:25])[CH3:24])=[CH:18][CH:17]=2)[CH:5]=[C:6]([Cl:12])[C:7]=1[O:8][CH2:9][CH2:10][OH:11].[C:27](Cl)(=[O:34])[C:28]1[CH:33]=[CH:32][CH:31]=[CH:30][CH:29]=1. (6) Given the product [CH2:1]([C:7]1[N:8]([CH2:20][CH2:21][CH2:22][CH2:23][NH:24][S:26]([CH3:25])(=[O:28])=[O:27])[C:9]2[C:18]3[CH:17]=[CH:16][CH:15]=[CH:14][C:13]=3[N:12]=[CH:11][C:10]=2[N:19]=1)[CH2:2][CH2:3][CH2:4][CH2:5][CH3:6], predict the reactants needed to synthesize it. The reactants are: [CH2:1]([C:7]1[N:8]([CH2:20][CH2:21][CH2:22][CH2:23][NH2:24])[C:9]2[C:18]3[CH:17]=[CH:16][CH:15]=[CH:14][C:13]=3[N:12]=[CH:11][C:10]=2[N:19]=1)[CH2:2][CH2:3][CH2:4][CH2:5][CH3:6].[CH3:25][S:26](Cl)(=[O:28])=[O:27].